Dataset: Forward reaction prediction with 1.9M reactions from USPTO patents (1976-2016). Task: Predict the product of the given reaction. Given the reactants Br[CH2:2][C:3]([C:5]1[CH:6]=[C:7]([CH:12]=[CH:13][C:14]=1[CH3:15])[C:8]([O:10][CH3:11])=[O:9])=O.Cl.[CH3:17][O:18][CH2:19][C:20](=[NH:22])[NH2:21].C(=O)([O-])[O-].[K+].[K+], predict the reaction product. The product is: [CH3:17][O:18][CH2:19][C:20]1[NH:21][C:3]([C:5]2[CH:6]=[C:7]([CH:12]=[CH:13][C:14]=2[CH3:15])[C:8]([O:10][CH3:11])=[O:9])=[CH:2][N:22]=1.